Dataset: Forward reaction prediction with 1.9M reactions from USPTO patents (1976-2016). Task: Predict the product of the given reaction. Given the reactants [CH2:1]([N:5]([CH2:39][CH2:40][CH2:41][CH3:42])[C:6]([C:8]1[N:9]=[C:10]([C:17]2[CH:22]=[CH:21][C:20]([C:23]([O:25][CH3:26])=[O:24])=[CH:19][C:18]=2[C:27]([N:29]2[CH2:38][CH2:37][C:36]3[C:31](=[CH:32][CH:33]=[CH:34][CH:35]=3)[CH2:30]2)=[O:28])[N:11]([CH2:13][C:14]([OH:16])=O)[CH:12]=1)=[O:7])[CH2:2][CH2:3][CH3:4].[CH3:43][N:44](C(ON1N=NC2C=CC=NC1=2)=[N+](C)C)C.F[P-](F)(F)(F)(F)F.CN.C(N(C(C)C)CC)(C)C, predict the reaction product. The product is: [CH2:1]([N:5]([CH2:39][CH2:40][CH2:41][CH3:42])[C:6]([C:8]1[N:9]=[C:10]([C:17]2[CH:22]=[CH:21][C:20]([C:23]([O:25][CH3:26])=[O:24])=[CH:19][C:18]=2[C:27]([N:29]2[CH2:38][CH2:37][C:36]3[C:31](=[CH:32][CH:33]=[CH:34][CH:35]=3)[CH2:30]2)=[O:28])[N:11]([CH2:13][C:14]([NH:44][CH3:43])=[O:16])[CH:12]=1)=[O:7])[CH2:2][CH2:3][CH3:4].